From a dataset of Forward reaction prediction with 1.9M reactions from USPTO patents (1976-2016). Predict the product of the given reaction. (1) Given the reactants [CH3:1][N:2]1[C:6]([NH2:7])=[CH:5][C:4]([C:8]2[CH:13]=[CH:12][CH:11]=[CH:10][N:9]=2)=[N:3]1.[Br:14][C:15]1[CH:22]=[CH:21][C:18]([CH:19]=O)=[C:17]([Cl:23])[CH:16]=1.[C:24](O)(=[O:27])[CH2:25][SH:26], predict the reaction product. The product is: [Br:14][C:15]1[CH:22]=[CH:21][C:18]([CH:19]2[S:26][CH2:25][C:24](=[O:27])[NH:7][C:6]3[N:2]([CH3:1])[N:3]=[C:4]([C:8]4[CH:13]=[CH:12][CH:11]=[CH:10][N:9]=4)[C:5]2=3)=[C:17]([Cl:23])[CH:16]=1. (2) Given the reactants [CH3:1][O:2][C:3]([C:5]1[CH:15]=[C:14]([OH:16])[C:8]2[CH2:9][C:10]([CH3:13])([CH3:12])[O:11][C:7]=2[CH:6]=1)=[O:4].C([O-])([O-])=O.[K+].[K+].[CH2:23](Br)[C:24]1[CH:29]=[CH:28][CH:27]=[CH:26][CH:25]=1, predict the reaction product. The product is: [CH3:1][O:2][C:3]([C:5]1[CH:15]=[C:14]([O:16][CH2:23][C:24]2[CH:29]=[CH:28][CH:27]=[CH:26][CH:25]=2)[C:8]2[CH2:9][C:10]([CH3:13])([CH3:12])[O:11][C:7]=2[CH:6]=1)=[O:4].